This data is from Full USPTO retrosynthesis dataset with 1.9M reactions from patents (1976-2016). The task is: Predict the reactants needed to synthesize the given product. (1) Given the product [Cl:1][C:2]1[CH:3]=[C:4]([N:26]([C@H:29]2[CH2:30][CH2:31][C@H:32]([N:35]([CH3:37])[CH3:36])[CH2:33][CH2:34]2)[CH2:27][CH3:28])[C:5]([CH3:25])=[C:6]([CH:24]=1)[C:7]([NH:9][CH2:10][C:11]1[C:12]([OH:22])=[N:13][N:14]([CH3:21])[C:15]=1[N:16]1[CH2:17][CH2:18][CH2:19][CH2:20]1)=[O:8], predict the reactants needed to synthesize it. The reactants are: [Cl:1][C:2]1[CH:3]=[C:4]([N:26]([C@H:29]2[CH2:34][CH2:33][C@H:32]([N:35]([CH3:37])[CH3:36])[CH2:31][CH2:30]2)[CH2:27][CH3:28])[C:5]([CH3:25])=[C:6]([CH:24]=1)[C:7]([NH:9][CH2:10][C:11]1[C:12]([O:22]C)=[N:13][N:14]([CH3:21])[C:15]=1[N:16]1[CH2:20][CH2:19][CH2:18][CH2:17]1)=[O:8].B(Br)(Br)Br.C(=O)(O)[O-].[Na+]. (2) Given the product [F:6][C:7]([F:12])([F:11])[C:8]([OH:10])=[O:9].[Cl:31][C:28]1[C:29]([CH3:30])=[C:24]([CH:22]2[CH2:21][N:20]([C:2]([O:4][CH3:5])=[O:3])[CH2:23]2)[C:25]([O:44][CH3:45])=[C:26]([CH:32]([NH:34][C:35]2[N:43]=[CH:42][N:41]=[C:40]3[C:36]=2[N:37]=[CH:38][NH:39]3)[CH3:33])[CH:27]=1.[C:15]([OH:17])([C:14]([F:19])([F:18])[F:13])=[O:16], predict the reactants needed to synthesize it. The reactants are: Cl[C:2]([O:4][CH3:5])=[O:3].[F:6][C:7]([F:12])([F:11])[C:8]([OH:10])=[O:9].[F:13][C:14]([F:19])([F:18])[C:15]([OH:17])=[O:16].[NH:20]1[CH2:23][CH:22]([C:24]2[C:25]([O:44][CH3:45])=[C:26]([CH:32]([NH:34][C:35]3[N:43]=[CH:42][N:41]=[C:40]4[C:36]=3[N:37]=[CH:38][NH:39]4)[CH3:33])[CH:27]=[C:28]([Cl:31])[C:29]=2[CH3:30])[CH2:21]1.CCN(C(C)C)C(C)C. (3) Given the product [CH:1]([NH:4][C:5]1[C:10]([C:11]([NH:53][C:49]([CH3:50])([C:51]#[CH:52])[CH3:48])=[O:13])=[CH:9][N:8]=[C:7]([C:14]([F:17])([F:16])[F:15])[N:6]=1)([CH3:2])[CH3:3], predict the reactants needed to synthesize it. The reactants are: [CH:1]([NH:4][C:5]1[C:10]([C:11]([OH:13])=O)=[CH:9][N:8]=[C:7]([C:14]([F:17])([F:16])[F:15])[N:6]=1)([CH3:3])[CH3:2].CCN=C=NCCCN(C)C.C1C=CC2N(O)N=NC=2C=1.CCN(C(C)C)C(C)C.[CH3:48][C:49]([NH2:53])([C:51]#[CH:52])[CH3:50]. (4) Given the product [NH2:18][C:8]1[CH:9]=[C:10]2[C:5]([C:4]3[CH:3]=[C:2]([Br:1])[CH:14]=[C:13]([C:15]([NH2:16])=[O:17])[C:12]=3[NH:11]2)=[CH:6][CH:7]=1, predict the reactants needed to synthesize it. The reactants are: [Br:1][C:2]1[CH:3]=[C:4]2[C:12](=[C:13]([C:15](=[O:17])[NH2:16])[CH:14]=1)[NH:11][C:10]1[CH:9]=[C:8]([NH:18]C(=O)OC(C)(C)C)[CH:7]=[CH:6][C:5]2=1.C(O)(C(F)(F)F)=O. (5) Given the product [CH3:42][S:39]([C:36]1[CH:35]=[CH:34][C:33]([C:32]#[C:31][C:16]2[CH:15]=[C:14]([S:13][C:10]3[CH:11]=[CH:12][C:7]([O:6][CH2:5][C:4]([OH:44])=[O:3])=[C:8]([CH3:43])[CH:9]=3)[CH:19]=[C:18]([O:20][C:21]3[C:26]([C:27]([F:30])([F:29])[F:28])=[CH:25][CH:24]=[CH:23][N:22]=3)[CH:17]=2)=[CH:38][CH:37]=1)(=[O:40])=[O:41], predict the reactants needed to synthesize it. The reactants are: C([O:3][C:4](=[O:44])[CH2:5][O:6][C:7]1[CH:12]=[CH:11][C:10]([S:13][C:14]2[CH:19]=[C:18]([O:20][C:21]3[C:26]([C:27]([F:30])([F:29])[F:28])=[CH:25][CH:24]=[CH:23][N:22]=3)[CH:17]=[C:16]([C:31]#[C:32][C:33]3[CH:38]=[CH:37][C:36]([S:39]([CH3:42])(=[O:41])=[O:40])=[CH:35][CH:34]=3)[CH:15]=2)=[CH:9][C:8]=1[CH3:43])C.[OH-].[Na+].Cl. (6) Given the product [CH3:2][C:1]1[O:10][C:9]2[CH2:8][N:7]([C:11]([O:13][C:14]([CH3:17])([CH3:16])[CH3:15])=[O:12])[CH2:6][C:5]=2[N:4]=1, predict the reactants needed to synthesize it. The reactants are: [C:1]([NH:4][CH:5]1[C:9](=[O:10])[CH2:8][N:7]([C:11]([O:13][C:14]([CH3:17])([CH3:16])[CH3:15])=[O:12])[CH2:6]1)(=O)[CH3:2].[OH-].COC(NS([N+](CC)(CC)CC)(=O)=O)=O. (7) Given the product [F:17][C:18]1[CH:23]=[CH:22][C:21]([C:2]2[N:6]3[CH:7]=[CH:8][C:9]([C:11]4[O:15][N:14]=[C:13]([CH3:16])[N:12]=4)=[N:10][C:5]3=[N:4][CH:3]=2)=[CH:20][C:19]=1[C:33]1[C:34]([C:39]#[N:40])=[CH:35][CH:36]=[CH:37][CH:38]=1, predict the reactants needed to synthesize it. The reactants are: Br[C:2]1[N:6]2[CH:7]=[CH:8][C:9]([C:11]3[O:15][N:14]=[C:13]([CH3:16])[N:12]=3)=[N:10][C:5]2=[N:4][CH:3]=1.[F:17][C:18]1[CH:23]=[CH:22][C:21](B2OC(C)(C)C(C)(C)O2)=[CH:20][C:19]=1[C:33]1[C:34]([C:39]#[N:40])=[CH:35][CH:36]=[CH:37][CH:38]=1. (8) The reactants are: [O:1]=[C:2]1[CH2:6][CH2:5][CH:4]([C:7]([OH:9])=[O:8])[CH2:3]1.O=S(Cl)Cl.[CH3:14]O. Given the product [O:1]=[C:2]1[CH2:6][CH2:5][CH:4]([C:7]([O:9][CH3:14])=[O:8])[CH2:3]1, predict the reactants needed to synthesize it. (9) Given the product [CH2:30]([O:37][C:19]([C:21]1[C:26]([N:7]([CH2:8][C:9]2[CH:14]=[CH:13][CH:12]=[CH:11][CH:10]=2)[CH2:6][CH2:5][C:4]([O:3][CH2:1][CH3:2])=[O:15])=[CH:38][C:24]([S:27][CH3:28])=[N:23][CH:22]=1)=[O:20])[CH3:31], predict the reactants needed to synthesize it. The reactants are: [CH2:1]([O:3][C:4](=[O:15])[CH2:5][CH2:6][NH:7][CH2:8][C:9]1[CH:14]=[CH:13][CH:12]=[CH:11][CH:10]=1)[CH3:2].C(O[C:19]([C:21]1[C:22](Cl)=[N:23][C:24]([S:27][CH3:28])=N[CH:26]=1)=[O:20])C.[CH2:30](N(CC)CC)[CH3:31].[OH2:37].[CH2:38](Cl)Cl. (10) Given the product [Cl:27][C:26]([Cl:29])([Cl:28])[CH2:25][O:24][C:22](=[O:23])[NH:3][C:4]1[CH:9]=[C:8]([C:10]([CH3:12])([CH3:13])[CH3:11])[CH:7]=[C:6]([NH:14][S:15]([CH3:18])(=[O:17])=[O:16])[C:5]=1[O:19][CH3:20], predict the reactants needed to synthesize it. The reactants are: [OH-].[Na+].[NH2:3][C:4]1[C:5]([O:19][CH3:20])=[C:6]([NH:14][S:15]([CH3:18])(=[O:17])=[O:16])[CH:7]=[C:8]([C:10]([CH3:13])([CH3:12])[CH3:11])[CH:9]=1.Cl[C:22]([O:24][CH2:25][C:26]([Cl:29])([Cl:28])[Cl:27])=[O:23].